From a dataset of NCI-60 drug combinations with 297,098 pairs across 59 cell lines. Regression. Given two drug SMILES strings and cell line genomic features, predict the synergy score measuring deviation from expected non-interaction effect. (1) Drug 1: C1CC(=O)NC(=O)C1N2CC3=C(C2=O)C=CC=C3N. Drug 2: C(=O)(N)NO. Cell line: OVCAR-8. Synergy scores: CSS=8.52, Synergy_ZIP=-1.89, Synergy_Bliss=-0.0102, Synergy_Loewe=1.54, Synergy_HSA=0.847. (2) Drug 1: CN(C)N=NC1=C(NC=N1)C(=O)N. Drug 2: C1=NC2=C(N=C(N=C2N1C3C(C(C(O3)CO)O)O)F)N. Cell line: NCI-H226. Synergy scores: CSS=-0.696, Synergy_ZIP=1.78, Synergy_Bliss=3.90, Synergy_Loewe=0.557, Synergy_HSA=0.682.